From a dataset of Forward reaction prediction with 1.9M reactions from USPTO patents (1976-2016). Predict the product of the given reaction. Given the reactants [CH3:1][C:2]1([CH3:14])[C:6]([CH3:8])([CH3:7])[O:5][B:4]([C:9]2[CH:10]=[N:11][NH:12][CH:13]=2)[O:3]1.C(=O)([O-])[O-].[K+].[K+].Br[CH2:22][C:23]([O:25][C:26]([CH3:29])([CH3:28])[CH3:27])=[O:24], predict the reaction product. The product is: [C:26]([O:25][C:23](=[O:24])[CH2:22][N:12]1[CH:13]=[C:9]([B:4]2[O:5][C:6]([CH3:7])([CH3:8])[C:2]([CH3:14])([CH3:1])[O:3]2)[CH:10]=[N:11]1)([CH3:29])([CH3:28])[CH3:27].